This data is from Forward reaction prediction with 1.9M reactions from USPTO patents (1976-2016). The task is: Predict the product of the given reaction. Given the reactants [NH2:1][C:2]1[CH:7]=[CH:6][CH:5]=[CH:4][CH:3]=1.Cl.[N:9]([O-])=O.[Na+].OC=[C:15]1[CH2:21][CH2:20][CH2:19][CH2:18][CH2:17][C:16]1=[O:22].[OH-].[K+], predict the reaction product. The product is: [C:2]1([NH:1][N:9]=[C:15]2[CH2:21][CH2:20][CH2:19][CH2:18][CH2:17][C:16]2=[O:22])[CH:7]=[CH:6][CH:5]=[CH:4][CH:3]=1.